The task is: Binary Classification. Given a drug SMILES string, predict its activity (active/inactive) in a high-throughput screening assay against a specified biological target.. This data is from M1 muscarinic receptor antagonist screen with 61,756 compounds. The drug is S(=O)(=O)(N(c1ccc(cc1)C(=O)Nc1cccnc1)C)C. The result is 0 (inactive).